From a dataset of Acute oral toxicity (LD50) regression data from Zhu et al.. Regression/Classification. Given a drug SMILES string, predict its toxicity properties. Task type varies by dataset: regression for continuous values (e.g., LD50, hERG inhibition percentage) or binary classification for toxic/non-toxic outcomes (e.g., AMES mutagenicity, cardiotoxicity, hepatotoxicity). Dataset: ld50_zhu. (1) The molecule is CCOc1ccc(-c2ccccc2)cc1CN1CCCC1. The rat oral LD50 is 3.97, given as -log10 of the dose in mol/kg body weight (higher means more acutely toxic). (2) The drug is C=Cc1ccccn1. The rat oral LD50 is 3.02, given as -log10 of the dose in mol/kg body weight (higher means more acutely toxic). (3) The molecule is CCOC(C1=NCC(C)(C)CN1)c1ccc(Cl)cc1. The rat oral LD50 is 3.17, given as -log10 of the dose in mol/kg body weight (higher means more acutely toxic). (4) The molecule is O=c1[nH]oc2ccccc12. The rat oral LD50 is 1.71, given as -log10 of the dose in mol/kg body weight (higher means more acutely toxic). (5) The drug is O=C(O)c1ccccc1Nc1cccc(C(F)(F)F)c1. The rat oral LD50 is 3.05, given as -log10 of the dose in mol/kg body weight (higher means more acutely toxic). (6) The compound is CN(C)C=CC#N. The rat oral LD50 is 2.01, given as -log10 of the dose in mol/kg body weight (higher means more acutely toxic). (7) The molecule is NC(=O)OCC(O)COc1ccc(Cl)cc1. The rat oral LD50 is 2.59, given as -log10 of the dose in mol/kg body weight (higher means more acutely toxic). (8) The drug is Cc1nnc(NS(=O)(=O)c2ccc(N)cc2)s1. The rat oral LD50 is 1.69, given as -log10 of the dose in mol/kg body weight (higher means more acutely toxic). (9) The rat oral LD50 is 3.50, given as -log10 of the dose in mol/kg body weight (higher means more acutely toxic). The compound is O=S(C(Cl)=CCl)C(Cl)=CCl.